Dataset: Forward reaction prediction with 1.9M reactions from USPTO patents (1976-2016). Task: Predict the product of the given reaction. Given the reactants [N+:1]([C:4]1[CH:12]=[CH:11][CH:10]=[C:9]2[C:5]=1[CH:6]=[N:7][NH:8]2)([O-:3])=[O:2].[OH-].[K+].Br[CH2:16][C:17]1[CH:22]=[CH:21][C:20]([F:23])=[CH:19][C:18]=1[F:24], predict the reaction product. The product is: [F:24][C:18]1[CH:19]=[C:20]([F:23])[CH:21]=[CH:22][C:17]=1[CH2:16][N:8]1[C:9]2[C:5](=[C:4]([N+:1]([O-:3])=[O:2])[CH:12]=[CH:11][CH:10]=2)[CH:6]=[N:7]1.